This data is from NCI-60 drug combinations with 297,098 pairs across 59 cell lines. The task is: Regression. Given two drug SMILES strings and cell line genomic features, predict the synergy score measuring deviation from expected non-interaction effect. Drug 1: CS(=O)(=O)C1=CC(=C(C=C1)C(=O)NC2=CC(=C(C=C2)Cl)C3=CC=CC=N3)Cl. Drug 2: CC1C(C(CC(O1)OC2CC(OC(C2O)C)OC3=CC4=CC5=C(C(=O)C(C(C5)C(C(=O)C(C(C)O)O)OC)OC6CC(C(C(O6)C)O)OC7CC(C(C(O7)C)O)OC8CC(C(C(O8)C)O)(C)O)C(=C4C(=C3C)O)O)O)O. Cell line: SW-620. Synergy scores: CSS=1.64, Synergy_ZIP=12.8, Synergy_Bliss=14.0, Synergy_Loewe=12.1, Synergy_HSA=11.5.